This data is from Full USPTO retrosynthesis dataset with 1.9M reactions from patents (1976-2016). The task is: Predict the reactants needed to synthesize the given product. (1) Given the product [F:29][CH:3]([F:2])[O:4][C:5]1[CH:6]=[C:7]([S:11]([NH:14][C:15]2[CH:20]=[CH:19][C:18]([O:21][CH3:22])=[C:17]([N:23]3[CH2:24][CH2:25][N:26]([CH3:32])[CH2:27][CH2:28]3)[CH:16]=2)(=[O:13])=[O:12])[CH:8]=[CH:9][CH:10]=1, predict the reactants needed to synthesize it. The reactants are: Cl.[F:2][CH:3]([F:29])[O:4][C:5]1[CH:6]=[C:7]([S:11]([NH:14][C:15]2[CH:20]=[CH:19][C:18]([O:21][CH3:22])=[C:17]([N:23]3[CH2:28][CH2:27][NH:26][CH2:25][CH2:24]3)[CH:16]=2)(=[O:13])=[O:12])[CH:8]=[CH:9][CH:10]=1.C=O.[C:32](O[BH-](OC(=O)C)OC(=O)C)(=O)C.[Na+]. (2) Given the product [CH3:22][O:23][C:24]1[O:1][C:2]([CH3:21])([CH3:20])[CH:3]([C:8]2[CH:9]=[CH:10][C:11]([N:14]3[CH2:15][CH2:16][O:17][CH2:18][CH2:19]3)=[CH:12][CH:13]=2)[S:4](=[O:5])(=[O:6])[N:7]=1, predict the reactants needed to synthesize it. The reactants are: [OH:1][C:2]([CH3:21])([CH3:20])[CH:3]([C:8]1[CH:13]=[CH:12][C:11]([N:14]2[CH2:19][CH2:18][O:17][CH2:16][CH2:15]2)=[CH:10][CH:9]=1)[S:4]([NH2:7])(=[O:6])=[O:5].[C:22](OC)(OC)(OC)[O:23][CH3:24].C(O)(=O)C. (3) Given the product [F:1][C:2]([F:9])([CH:6]([F:8])[F:7])[C:3]([NH:11][NH:12][C:3](=[O:5])[C:2]([F:9])([F:1])[CH:6]([F:8])[F:7])=[O:10], predict the reactants needed to synthesize it. The reactants are: [F:1][C:2]([F:9])([CH:6]([F:8])[F:7])[C:3]([OH:5])=O.[OH2:10].[NH2:11][NH2:12]. (4) Given the product [OH:1][CH2:2][CH2:3][O:4][CH:5]1[CH2:10][CH2:9][CH:8]([C:11]([O:13][CH2:14][CH3:15])=[O:12])[CH2:7][CH2:6]1, predict the reactants needed to synthesize it. The reactants are: [O:1]1[C:5]2([CH2:10][CH2:9][CH:8]([C:11]([O:13][CH2:14][CH3:15])=[O:12])[CH2:7][CH2:6]2)[O:4][CH2:3][CH2:2]1.C([SiH](CC)CC)C.FC(F)(F)S(O[Si](C(C)(C)C)(C)C)(=O)=O.O. (5) Given the product [Cl:1][C:2]1[C:11]2[C:6](=[CH:7][CH:8]=[C:9]([C:12]([O:13][CH2:23][CH3:24])=[O:17])[CH:10]=2)[CH:5]=[CH:4][N:3]=1, predict the reactants needed to synthesize it. The reactants are: [Cl:1][C:2]1[C:11]2[C:6](=[CH:7][CH:8]=[C:9]([C:12](Cl)=[O:13])[CH:10]=2)[CH:5]=[CH:4][N:3]=1.C([OH:17])C.C(N([CH2:23][CH3:24])CC)C. (6) Given the product [C:8]1([C:14]2[N:22]([CH:23]3[CH2:28][CH2:27][NH:26][CH2:25][CH2:24]3)[C:17]3=[N:18][CH:19]=[CH:20][CH:21]=[C:16]3[N:15]=2)[CH:9]=[CH:10][CH:11]=[CH:12][CH:13]=1, predict the reactants needed to synthesize it. The reactants are: C(O)(C(F)(F)F)=O.[C:8]1([C:14]2[N:22]([CH:23]3[CH2:28][CH2:27][N:26](C(OC(C)(C)C)=O)[CH2:25][CH2:24]3)[C:17]3=[N:18][CH:19]=[CH:20][CH:21]=[C:16]3[N:15]=2)[CH:13]=[CH:12][CH:11]=[CH:10][CH:9]=1.C([O-])(O)=O.[Na+]. (7) Given the product [NH2:1][C:2]1[S:3][C@:4]2([CH2:19][CH2:20][C:24]#[N:25])[C@H:6]([C@:7]([C:11]3[CH:16]=[C:15]([Br:17])[CH:14]=[CH:13][C:12]=3[F:18])([CH2:9][F:10])[N:8]=1)[CH2:5]2, predict the reactants needed to synthesize it. The reactants are: [NH2:1][C:2]1[S:3][C@:4]2([CH2:19][C@H:20]([C:24]#[N:25])C(O)=O)[C@H:6]([C@:7]([C:11]3[CH:16]=[C:15]([Br:17])[CH:14]=[CH:13][C:12]=3[F:18])([CH2:9][F:10])[N:8]=1)[CH2:5]2.NC1S[C@]2(C[C@@H](C#N)C(O)=O)[C@H]([C@](C3C=C(Br)C=CC=3F)(CF)N=1)C2.C([O-])(O)=O.[Na+]. (8) Given the product [C:60]([O:64][C:65]([NH:67][C@H:68]([CH2:75][CH2:76][CH2:77][CH2:78][NH:79][C:80](=[O:85])[C:81]([F:83])([F:84])[F:82])[C:69]([O:40][C@H:39]1[C@@H:38]([OH:41])[C@H:37]([N:42]2[CH:50]=[N:49][C:48]3[C:43]2=[N:44][CH:45]=[N:46][C:47]=3[NH2:51])[O:36][C@H:35]1[CH2:34][O:33][P:30]([O:29][C@H:28]1[CH2:27][C@H:26]([N:52]2[CH:57]=[CH:56][C:55]([NH2:58])=[N:54][C:53]2=[O:59])[O:25][C@@H:24]1[CH2:23][O:22][P:18]([OH:21])([OH:20])=[O:19])([OH:32])=[O:31])=[O:70])=[O:66])([CH3:63])([CH3:61])[CH3:62], predict the reactants needed to synthesize it. The reactants are: C([N+](CCCC)(CCCC)CCCC)CCC.[P:18]([O:22][CH2:23][C@@H:24]1[C@@H:28]([O:29][P:30]([O:33][CH2:34][C@@H:35]2[C@@H:39]([OH:40])[C@@H:38]([OH:41])[C@H:37]([N:42]3[CH:50]=[N:49][C:48]4[C:43]3=[N:44][CH:45]=[N:46][C:47]=4[NH2:51])[O:36]2)([OH:32])=[O:31])[CH2:27][C@H:26]([N:52]2[CH:57]=[CH:56][C:55]([NH2:58])=[N:54][C:53]2=[O:59])[O:25]1)([OH:21])([OH:20])=[O:19].[C:60]([O:64][C:65]([NH:67][C@@H:68]([CH2:75][CH2:76][CH2:77][CH2:78][NH:79][C:80](=[O:85])[C:81]([F:84])([F:83])[F:82])[C:69](OCC#N)=[O:70])=[O:66])([CH3:63])([CH3:62])[CH3:61]. (9) Given the product [CH3:1][N:30]1[CH2:31][CH2:32][C:27]2([CH2:26][C:25]3[C:20](=[N:21][CH:22]=[C:23](/[CH:33]=[CH:34]/[C:35]([OH:37])=[O:36])[CH:24]=3)[NH:19][C:18]2=[O:17])[CH2:28][CH2:29]1, predict the reactants needed to synthesize it. The reactants are: [C:1](O[BH-](OC(=O)C)OC(=O)C)(=O)C.[Na+].C=O.[O:17]=[C:18]1[C:27]2([CH2:32][CH2:31][NH:30][CH2:29][CH2:28]2)[CH2:26][C:25]2[C:20](=[N:21][CH:22]=[C:23](/[CH:33]=[CH:34]/[C:35]([OH:37])=[O:36])[CH:24]=2)[NH:19]1.